Dataset: Full USPTO retrosynthesis dataset with 1.9M reactions from patents (1976-2016). Task: Predict the reactants needed to synthesize the given product. (1) Given the product [Cl:8][C:6]1[N:5]=[CH:4][N:3]=[C:2]([NH:22][CH2:21][CH2:20][O:19][CH3:18])[CH:7]=1, predict the reactants needed to synthesize it. The reactants are: Cl[C:2]1[CH:7]=[C:6]([Cl:8])[N:5]=[CH:4][N:3]=1.CCN(C(C)C)C(C)C.[CH3:18][O:19][CH2:20][CH2:21][NH2:22].O. (2) Given the product [NH2:6][C@@H:2]1[CH2:3][CH2:4][CH2:5][C@H:1]1[NH:7][C:13](=[O:14])[O:12][C:8]([CH3:11])([CH3:10])[CH3:9], predict the reactants needed to synthesize it. The reactants are: [C@@H:1]1([NH2:7])[CH2:5][CH2:4][CH2:3][C@H:2]1[NH2:6].[C:8]([O:12][C:13](ON=C(C1C=CC=CC=1)C#N)=[O:14])([CH3:11])([CH3:10])[CH3:9].O.